Dataset: Reaction yield outcomes from USPTO patents with 853,638 reactions. Task: Predict the reaction yield, written as a fraction of the theoretical maximum amount of product (1.0 means a 100% yield; for example, 0.34 means a 34% yield). (1) The reactants are [F:1][C:2]1[CH:11]=[C:10](F)[C:9]([N+:13]([O-:15])=[O:14])=[CH:8][C:3]=1[C:4]([O:6][CH3:7])=[O:5].[NH2:16][CH:17]1[CH2:22][CH2:21][N:20]([C:23]([O:25][C:26]([CH3:29])([CH3:28])[CH3:27])=[O:24])[CH2:19][CH2:18]1. The catalyst is CN(C)C=O.C(OCC)C. The product is [F:1][C:2]1[C:3]([C:4]([O:6][CH3:7])=[O:5])=[CH:8][C:9]([N+:13]([O-:15])=[O:14])=[C:10]([NH:16][CH:17]2[CH2:18][CH2:19][N:20]([C:23]([O:25][C:26]([CH3:29])([CH3:28])[CH3:27])=[O:24])[CH2:21][CH2:22]2)[CH:11]=1. The yield is 1.00. (2) The reactants are Br[C:2]1[C:10]2[O:9][C:8]([C:11]3[CH:16]=[CH:15][C:14]([OH:17])=[CH:13][CH:12]=3)=[N:7][C:6]=2[CH:5]=[C:4]([OH:18])[CH:3]=1.[C:19]([Cu])#[N:20]. The catalyst is CN(C=O)C.C(OCC)(=O)C. The product is [OH:18][C:4]1[CH:3]=[C:2]([C:19]#[N:20])[C:10]2[O:9][C:8]([C:11]3[CH:16]=[CH:15][C:14]([OH:17])=[CH:13][CH:12]=3)=[N:7][C:6]=2[CH:5]=1. The yield is 0.250. (3) The reactants are [F:1][C:2]1[CH:7]=[CH:6][CH:5]=[CH:4][C:3]=1[S:8]([C:11]1[N:12]=[N:13][C:14]([O:17]C)=[CH:15][CH:16]=1)(=[O:10])=[O:9].Cl.[OH-].[Na+]. The catalyst is O. The product is [F:1][C:2]1[CH:7]=[CH:6][CH:5]=[CH:4][C:3]=1[S:8]([C:11]1[CH:16]=[CH:15][C:14](=[O:17])[NH:13][N:12]=1)(=[O:9])=[O:10]. The yield is 0.450. (4) The reactants are FC(F)(F)S(O[C:7]1[CH:12]=[CH:11][CH:10]=[C:9]([N+:13]([O-:15])=[O:14])[C:8]=1[C:16]#[N:17])(=O)=O.[CH3:20][C:21]([CH3:26])=[CH:22]B(O)O.C(=O)([O-])[O-].[Na+].[Na+]. The catalyst is C(COC)OC.O.CCOC(C)=O. The product is [N+:13]([C:9]1[CH:10]=[CH:11][CH:12]=[C:7]([CH:20]=[C:21]([CH3:26])[CH3:22])[C:8]=1[C:16]#[N:17])([O-:15])=[O:14]. The yield is 0.610. (5) The catalyst is O1CCOCC1.Cl[Pd-](P(C1CC2CC1CC2)C1CC2CC1CC2)C1C=CC=CC=1C1C=CC=CC=1N(C)C. The product is [OH:85][C:84]1[CH:17]=[C:16]([NH:15][C:60]2[C:59]([OH:58])=[N:64][CH:63]=[CH:62][CH:61]=2)[CH:21]=[C:20]([C:22]2[CH:30]=[CH:29][CH:28]=[C:27]3[C:23]=2[CH:24]=[CH:25][NH:26]3)[CH:83]=1. The yield is 0.571. The reactants are C(OC1N=CC([NH:15][C:16]2[CH:21]=[C:20]([C:22]3[CH:30]=[CH:29][CH:28]=[C:27]4[C:23]=3[CH:24]=[CH:25][N:26]4[Si](C(C)C)(C(C)C)C(C)C)C=C(OCC3C=CC(OC)=CC=3)[CH:17]=2)=CC=1)C1C=CC=CC=1.C([O:58][C:59]1[N:64]=[CH:63][C:62](NC2C=C(OCC3C=CC(OC)=CC=3)C=C(Br)C=2)=[CH:61][CH:60]=1)C1C=CC=CC=1.[CH3:83][C:84]1(C)C(C)(C)OB(C2C=CC=C3C=2C=CN3[Si](C(C)C)(C(C)C)C(C)C)[O:85]1.[O-]P([O-])([O-])=O.[K+].[K+].[K+]. (6) The reactants are [F:1][C:2]([F:18])([F:17])[O:3][C:4]1[CH:5]=[CH:6][C:7]2[O:12][CH:11]([C:13]([OH:15])=O)[CH2:10][NH:9][C:8]=2[CH:16]=1.[C:19](=[O:36])([O:34][CH3:35])[O:20][C:21]1[CH:26]=[C:25]([NH2:27])[C:24]([Br:28])=[CH:23][C:22]=1[CH:29]1[CH2:33][CH2:32][CH2:31][CH2:30]1.N1C=CC=CC=1.C(P1(=O)OP(CCC)(=O)OP(CCC)(=O)O1)CC. The catalyst is CC1CCCO1. The product is [C:19](=[O:36])([O:34][CH3:35])[O:20][C:21]1[CH:26]=[C:25]([NH:27][C:13]([CH:11]2[O:12][C:7]3[CH:6]=[CH:5][C:4]([O:3][C:2]([F:1])([F:18])[F:17])=[CH:16][C:8]=3[NH:9][CH2:10]2)=[O:15])[C:24]([Br:28])=[CH:23][C:22]=1[CH:29]1[CH2:33][CH2:32][CH2:31][CH2:30]1. The yield is 0.770. (7) The reactants are C(N(CC)C(C)C)(C)C.CN(C(ON1N=NC2C=CC=NC1=2)=[N+](C)C)C.F[P-](F)(F)(F)(F)F.[C:34]([O:38][C:39]([C:41]1[CH:46]=[CH:45][C:44]([NH:47][C:48]([CH:50]2[NH:55][CH2:54][CH:53]([O:56][CH:57]3[CH2:62][CH2:61][N:60]([C:63]([O:65][C:66]([CH3:69])([CH3:68])[CH3:67])=[O:64])[CH2:59][CH2:58]3)[CH2:52][CH:51]2[C:70]2[CH:75]=[CH:74][CH:73]=[CH:72][CH:71]=2)=[O:49])=[CH:43][CH:42]=1)=[O:40])([CH3:37])([CH3:36])[CH3:35].[Cl:76][C:77]1[CH:78]=[CH:79][C:80]([N:88]2[CH:92]=[N:91][N:90]=[N:89]2)=[C:81](/[CH:83]=[CH:84]/[C:85](O)=[O:86])[CH:82]=1. The catalyst is CN(C=O)C.C(OCC)(=O)C. The product is [C:34]([O:38][C:39]([C:41]1[CH:42]=[CH:43][C:44]([NH:47][C:48]([CH:50]2[N:55]([C:85](=[O:86])/[CH:84]=[CH:83]/[C:81]3[CH:82]=[C:77]([Cl:76])[CH:78]=[CH:79][C:80]=3[N:88]3[CH:92]=[N:91][N:90]=[N:89]3)[CH2:54][CH:53]([O:56][CH:57]3[CH2:62][CH2:61][N:60]([C:63]([O:65][C:66]([CH3:68])([CH3:69])[CH3:67])=[O:64])[CH2:59][CH2:58]3)[CH2:52][CH:51]2[C:70]2[CH:71]=[CH:72][CH:73]=[CH:74][CH:75]=2)=[O:49])=[CH:45][CH:46]=1)=[O:40])([CH3:35])([CH3:36])[CH3:37]. The yield is 0.900. (8) The reactants are [NH2:1][C:2]1[C:11]2[C:6](=[C:7](Br)[CH:8]=[CH:9][CH:10]=2)[N:5]=[N:4][C:3]=1[C:13]([NH:15][CH:16]1[CH2:18][CH2:17]1)=[O:14].[CH3:19][C:20]1[N:25]=[CH:24][C:23](B(O)O)=[CH:22][CH:21]=1. No catalyst specified. The product is [NH2:1][C:2]1[C:11]2[C:6](=[C:7]([C:23]3[CH:24]=[N:25][C:20]([CH3:19])=[CH:21][CH:22]=3)[CH:8]=[CH:9][CH:10]=2)[N:5]=[N:4][C:3]=1[C:13]([NH:15][CH:16]1[CH2:18][CH2:17]1)=[O:14]. The yield is 0.800. (9) The reactants are [CH3:1][S:2][CH:3]([C:5]1[CH:6]=[CH:7][C:8]([C:11]([F:17])([F:16])[C:12]([F:15])([F:14])[F:13])=[N:9][CH:10]=1)[CH3:4].[N:18]#[C:19][NH2:20].C(O)(=O)C.C(O)(=O)C.IC1C=CC=CC=1. The catalyst is C1COCC1. The product is [F:16][C:11]([F:17])([C:8]1[N:9]=[CH:10][C:5]([CH:3]([S:2]([CH3:1])=[N:20][C:19]#[N:18])[CH3:4])=[CH:6][CH:7]=1)[C:12]([F:13])([F:14])[F:15]. The yield is 0.850.